Dataset: Full USPTO retrosynthesis dataset with 1.9M reactions from patents (1976-2016). Task: Predict the reactants needed to synthesize the given product. (1) Given the product [NH2:30][C:26]1[CH:25]=[C:24]([NH:23][C:5]2[C:4]([F:3])=[CH:9][N:8]=[C:7]([NH:10][C:11]3[CH:16]=[C:15]([O:17][CH3:18])[C:14]([O:19][CH3:20])=[C:13]([O:21][CH3:22])[CH:12]=3)[N:6]=2)[CH:29]=[CH:28][CH:27]=1, predict the reactants needed to synthesize it. The reactants are: [OH-].[Na+].[F:3][C:4]1[C:5]([NH:23][C:24]2[CH:25]=[C:26]([NH:30]C(=O)C)[CH:27]=[CH:28][CH:29]=2)=[N:6][C:7]([NH:10][C:11]2[CH:16]=[C:15]([O:17][CH3:18])[C:14]([O:19][CH3:20])=[C:13]([O:21][CH3:22])[CH:12]=2)=[N:8][CH:9]=1. (2) Given the product [C:13]([C:4]1[N:3]=[C:2]([NH:22][C@H:23]2[CH2:27][CH2:26][N:25]([C:28]([O:30][C:31]([CH3:34])([CH3:33])[CH3:32])=[O:29])[CH2:24]2)[C:11]2[C:6]([CH:5]=1)=[CH:7][CH:8]=[CH:9][C:10]=2[F:12])#[N:14], predict the reactants needed to synthesize it. The reactants are: Cl[C:2]1[C:11]2[C:6](=[CH:7][CH:8]=[CH:9][C:10]=2[F:12])[CH:5]=[C:4]([C:13]#[N:14])[N:3]=1.CCN(CC)CC.[NH2:22][C@H:23]1[CH2:27][CH2:26][N:25]([C:28]([O:30][C:31]([CH3:34])([CH3:33])[CH3:32])=[O:29])[CH2:24]1. (3) Given the product [Cl:1][C:2]1[C:3]([C:23]([NH:25][CH2:26][C:27]23[CH2:34][CH:33]4[CH2:32][CH:31]([CH2:30][CH:29]([CH2:35]4)[CH2:28]2)[CH2:36]3)=[O:24])=[C:4]2[C:9](=[CH:10][CH:11]=1)[N:8]=[C:7]([N:12]1[CH2:17][CH2:16][CH2:15][C@H:14]([NH:18][CH2:19][CH2:20][C:21]([OH:40])=[O:37])[CH2:13]1)[CH:6]=[CH:5]2, predict the reactants needed to synthesize it. The reactants are: [Cl:1][C:2]1[CH:11]=[CH:10][C:9]2[N:8]=[C:7]([N:12]3[CH2:17][CH2:16][CH2:15][C@H:14]([NH:18][CH2:19][CH2:20][C:21]#N)[CH2:13]3)[CH:6]=[CH:5][C:4]=2[C:3]=1[C:23]([NH:25][CH2:26][C:27]12[CH2:36][CH:31]3[CH2:32][CH:33]([CH2:35][CH:29]([CH2:30]3)[CH2:28]1)[CH2:34]2)=[O:24].[OH-:37].[Na+].C[OH:40]. (4) Given the product [OH:41][CH2:40][CH2:39][CH2:38][NH:37][C:34]([CH:16]1[CH:15]([C:11]2[CH:12]=[CH:13][CH:14]=[C:9]([Cl:8])[CH:10]=2)[C:19]([C:22]2[CH:23]=[CH:24][C:25]([Cl:28])=[CH:26][CH:27]=2)([C:20]#[N:21])[CH:18]([CH2:29][C:30]([CH3:32])([CH3:33])[CH3:31])[NH:17]1)=[O:36], predict the reactants needed to synthesize it. The reactants are: FC(F)(F)C(O)=O.[Cl:8][C:9]1[CH:10]=[C:11]([CH:15]2[C:19]([C:22]3[CH:27]=[CH:26][C:25]([Cl:28])=[CH:24][CH:23]=3)([C:20]#[N:21])[CH:18]([CH2:29][C:30]([CH3:33])([CH3:32])[CH3:31])[NH:17][CH:16]2[C:34]([OH:36])=O)[CH:12]=[CH:13][CH:14]=1.[NH2:37][CH2:38][CH2:39][CH2:40][OH:41].CN(C(ON1N=NC2C=CC=NC1=2)=[N+](C)C)C.F[P-](F)(F)(F)(F)F.CCN(C(C)C)C(C)C. (5) The reactants are: [C:1]1([CH3:11])[CH:6]=[CH:5][C:4]([S:7](Cl)(=[O:9])=[O:8])=[CH:3][CH:2]=1.[Cl:12][CH2:13][CH2:14][O:15][CH2:16][CH2:17][OH:18].C(N(CC)CC)C.Cl. Given the product [C:1]1([CH3:11])[CH:6]=[CH:5][C:4]([S:7]([O:18][CH2:17][CH2:16][O:15][CH2:14][CH2:13][Cl:12])(=[O:9])=[O:8])=[CH:3][CH:2]=1, predict the reactants needed to synthesize it. (6) Given the product [NH2:1][C:2]1[S:3][C:4]([Cl:21])=[C:5]([C:7]2[CH:12]=[CH:11][C:10]([S:13]([NH:16][C:17]([CH3:20])([CH3:19])[CH3:18])(=[O:14])=[O:15])=[CH:9][CH:8]=2)[N:6]=1, predict the reactants needed to synthesize it. The reactants are: [NH2:1][C:2]1[S:3][CH:4]=[C:5]([C:7]2[CH:12]=[CH:11][C:10]([S:13]([NH:16][C:17]([CH3:20])([CH3:19])[CH3:18])(=[O:15])=[O:14])=[CH:9][CH:8]=2)[N:6]=1.[Cl:21]N1C(=O)CCC1=O.O.